The task is: Predict the reaction yield, written as a fraction of the theoretical maximum amount of product (1.0 means a 100% yield; for example, 0.34 means a 34% yield).. This data is from Reaction yield outcomes from USPTO patents with 853,638 reactions. The product is [Cl:1][C:2]1[CH:3]=[C:4]([N:12]2[CH2:17][CH2:16][O:15][CH2:14][CH2:13]2)[N:5]=[C:6]([N:18]2[CH2:21][CH:20]([OH:22])[CH2:19]2)[N:7]=1. The catalyst is C1COCC1. The yield is 1.00. The reactants are [Cl:1][C:2]1[N:7]=[C:6](S(C)(=O)=O)[N:5]=[C:4]([N:12]2[CH2:17][CH2:16][O:15][CH2:14][CH2:13]2)[CH:3]=1.[NH:18]1[CH2:21][CH:20]([OH:22])[CH2:19]1.CCN(C(C)C)C(C)C.CN(C=O)C.